Dataset: Reaction yield outcomes from USPTO patents with 853,638 reactions. Task: Predict the reaction yield, written as a fraction of the theoretical maximum amount of product (1.0 means a 100% yield; for example, 0.34 means a 34% yield). (1) The reactants are [I:1][C:2]1[CH:7]=[CH:6][C:5]([NH:8][C:9]2([C:14]#[N:15])[CH2:13][CH2:12][CH2:11][CH2:10]2)=[CH:4][CH:3]=1.[OH2:16]. The catalyst is S(=O)(=O)(O)O. The product is [I:1][C:2]1[CH:3]=[CH:4][C:5]([NH:8][C:9]2([C:14]([NH2:15])=[O:16])[CH2:13][CH2:12][CH2:11][CH2:10]2)=[CH:6][CH:7]=1. The yield is 0.940. (2) The reactants are [OH:1][CH2:2][CH2:3][O:4][CH2:5][CH2:6][O:7][CH2:8][CH2:9][O:10][CH2:11][CH2:12][CH2:13][CH2:14][CH2:15][CH2:16][CH2:17][CH2:18][CH2:19][CH2:20][CH2:21][S:22]C(=O)C.Cl. No catalyst specified. The product is [SH:22][CH2:21][CH2:20][CH2:19][CH2:18][CH2:17][CH2:16][CH2:15][CH2:14][CH2:13][CH2:12][CH2:11][O:10][CH2:9][CH2:8][O:7][CH2:6][CH2:5][O:4][CH2:3][CH2:2][OH:1]. The yield is 0.950. (3) The reactants are Br[C:2]1[C:3]([N:25]([CH3:30])[S:26]([CH3:29])(=[O:28])=[O:27])=[CH:4][C:5]2[O:9][C:8]([C:10]3[CH:11]=[N:12][C:13]([C:16]([F:19])([F:18])[F:17])=[CH:14][CH:15]=3)=[C:7]([C:20]([NH:22][CH3:23])=[O:21])[C:6]=2[CH:24]=1.[B:31]1([B:31]2[O:35][C:34]([CH3:37])([CH3:36])[C:33]([CH3:39])([CH3:38])[O:32]2)[O:35][C:34]([CH3:37])([CH3:36])[C:33]([CH3:39])([CH3:38])[O:32]1.CC([O-])=O.[K+].O. The catalyst is O1CCOCC1.O.C1C=CC(P(C2C=CC=CC=2)[C-]2C=CC=C2)=CC=1.C1C=CC(P(C2C=CC=CC=2)[C-]2C=CC=C2)=CC=1.Cl[Pd]Cl.[Fe+2]. The product is [CH3:23][NH:22][C:20]([C:7]1[C:6]2[CH:24]=[C:2]([B:31]3[O:35][C:34]([CH3:37])([CH3:36])[C:33]([CH3:39])([CH3:38])[O:32]3)[C:3]([N:25]([CH3:30])[S:26]([CH3:29])(=[O:28])=[O:27])=[CH:4][C:5]=2[O:9][C:8]=1[C:10]1[CH:11]=[N:12][C:13]([C:16]([F:19])([F:18])[F:17])=[CH:14][CH:15]=1)=[O:21]. The yield is 0.870. (4) The reactants are C([N:8]1[CH2:13][CH2:12][CH:11]([NH:14][C:15]2[S:16][C:17]([C:20]([F:23])([F:22])[F:21])=[N:18][N:19]=2)[CH2:10][CH2:9]1)C1C=CC=CC=1.C(N(C(C)C)CC)(C)C.ClC(OC(Cl)C)=O. The catalyst is ClCCl. The product is [NH:8]1[CH2:13][CH2:12][CH:11]([NH:14][C:15]2[S:16][C:17]([C:20]([F:23])([F:21])[F:22])=[N:18][N:19]=2)[CH2:10][CH2:9]1. The yield is 0.790. (5) The product is [Cl:36][C:20]1[CH:21]=[C:22]([CH:34]=[CH:35][C:19]=1[NH:18][C:2]1[N:12]=[C:11]2[C:5](=[CH:4][N:3]=1)[N:6]([CH3:17])[C:7](=[O:16])[CH2:8][CH2:9][N:10]2[CH:13]([CH3:15])[CH3:14])[C:23]([NH:25][CH2:26][CH2:27][N:28]1[CH2:33][CH2:32][O:31][CH2:30][CH2:29]1)=[O:24]. The catalyst is CC(C)CC(O)C. The yield is 0.156. The reactants are Cl[C:2]1[N:12]=[C:11]2[C:5]([N:6]([CH3:17])[C:7](=[O:16])[CH2:8][CH2:9][N:10]2[CH:13]([CH3:15])[CH3:14])=[CH:4][N:3]=1.[NH2:18][C:19]1[CH:35]=[CH:34][C:22]([C:23]([NH:25][CH2:26][CH2:27][N:28]2[CH2:33][CH2:32][O:31][CH2:30][CH2:29]2)=[O:24])=[CH:21][C:20]=1[Cl:36].O.C1(C)C=CC(S(O)(=O)=O)=CC=1.CO. (6) The reactants are [C:1]([O:5][C:6](=[O:15])[C:7]([C:13]#[N:14])=[C:8]([S:11][CH3:12])SC)([CH3:4])([CH3:3])[CH3:2].[Cl:16][C:17]1[C:25]([F:26])=[CH:24][C:20]([C:21]([NH2:23])=O)=[C:19]([F:27])[CH:18]=1.[H-].[Na+].Cl.CN(C=[O:35])C. The catalyst is O. The product is [C:1]([O:5][C:6]([C:7]1[C:13](=[O:35])[NH:14][C:21]([C:20]2[CH:24]=[C:25]([F:26])[C:17]([Cl:16])=[CH:18][C:19]=2[F:27])=[N:23][C:8]=1[S:11][CH3:12])=[O:15])([CH3:2])([CH3:3])[CH3:4]. The yield is 0.310. (7) The reactants are [NH:1]1[CH:5]=[C:4]([C:6]2[C:7]3[CH:14]=[CH:13][N:12]([CH2:15][O:16][CH2:17][CH2:18][Si:19]([CH3:22])([CH3:21])[CH3:20])[C:8]=3[N:9]=[CH:10][N:11]=2)[CH:3]=[N:2]1.C(#N)C.[CH2:26]([O:28][CH:29]([O:39][CH2:40][CH3:41])[C:30]1[S:34][CH:33]=[C:32](/[CH:35]=[CH:36]/[C:37]#[N:38])[CH:31]=1)[CH3:27].C1CCN2C(=NCCC2)CC1. The catalyst is O. The product is [CH2:26]([O:28][CH:29]([O:39][CH2:40][CH3:41])[C:30]1[S:34][CH:33]=[C:32]([CH:35]([N:1]2[CH:5]=[C:4]([C:6]3[C:7]4[CH:14]=[CH:13][N:12]([CH2:15][O:16][CH2:17][CH2:18][Si:19]([CH3:22])([CH3:21])[CH3:20])[C:8]=4[N:9]=[CH:10][N:11]=3)[CH:3]=[N:2]2)[CH2:36][C:37]#[N:38])[CH:31]=1)[CH3:27]. The yield is 0.430.